Dataset: Catalyst prediction with 721,799 reactions and 888 catalyst types from USPTO. Task: Predict which catalyst facilitates the given reaction. (1) Reactant: [CH2:1]([C@H:3]1[N:8](CC2C=CC=CC=2)[CH2:7][C@@H:6]([CH2:16][OH:17])[O:5][CH2:4]1)[CH3:2]. Product: [CH2:1]([C@H:3]1[NH:8][CH2:7][C@@H:6]([CH2:16][OH:17])[O:5][CH2:4]1)[CH3:2]. The catalyst class is: 19. (2) Reactant: [CH3:1][O:2][C:3]([C:5]1[CH:10]=[C:9]([Br:11])[C:8](=[O:12])[N:7]([CH2:13][CH2:14][C:15]2[CH:20]=[CH:19][CH:18]=[CH:17][CH:16]=2)[C:6]=1[CH2:21]Br)=[O:4].[CH3:23][O:24][C:25](=[O:38])[CH2:26][NH:27][S:28]([C:31]1[CH:36]=[CH:35][C:34]([CH3:37])=[CH:33][CH:32]=1)(=[O:30])=[O:29].[I-].[Na+].C(=O)([O-])[O-].[K+].[K+]. Product: [CH3:1][O:2][C:3]([C:5]1[CH:10]=[C:9]([Br:11])[C:8](=[O:12])[N:7]([CH2:13][CH2:14][C:15]2[CH:20]=[CH:19][CH:18]=[CH:17][CH:16]=2)[C:6]=1[CH2:21][N:27]([CH2:26][C:25]([O:24][CH3:23])=[O:38])[S:28]([C:31]1[CH:32]=[CH:33][C:34]([CH3:37])=[CH:35][CH:36]=1)(=[O:30])=[O:29])=[O:4]. The catalyst class is: 163. (3) Reactant: [NH2:1][C@@H:2]([CH2:13][C:14]([O:16][CH3:17])=[O:15])[C:3]([O:5][CH2:6][C:7]1[CH:12]=[CH:11][CH:10]=[CH:9][CH:8]=1)=[O:4].Br[C:19]1([C:32]2[CH:37]=[CH:36][CH:35]=[CH:34][CH:33]=2)[C:31]2[CH:30]=[CH:29][CH:28]=[CH:27][C:26]=2[C:25]2[C:20]1=[CH:21][CH:22]=[CH:23][CH:24]=2.CCN(CC)CC. Product: [C:32]1([C:19]2([NH:1][C@@H:2]([CH2:13][C:14]([O:16][CH3:17])=[O:15])[C:3]([O:5][CH2:6][C:7]3[CH:8]=[CH:9][CH:10]=[CH:11][CH:12]=3)=[O:4])[C:31]3[CH:30]=[CH:29][CH:28]=[CH:27][C:26]=3[C:25]3[C:20]2=[CH:21][CH:22]=[CH:23][CH:24]=3)[CH:33]=[CH:34][CH:35]=[CH:36][CH:37]=1. The catalyst class is: 2. (4) Reactant: [Cl:1][C:2]1[CH:3]=[C:4]([C:9]([C:12]2[N:16]([C:17]3[CH:22]=[CH:21][C:20]([F:23])=[CH:19][CH:18]=3)[C:15](=[S:24])[NH:14][CH:13]=2)([CH3:11])[CH3:10])[CH:5]=[CH:6][C:7]=1[Cl:8].C([O-])([O-])=O.[K+].[K+].Br[CH2:32][C:33]1[CH:34]=[CH:35][C:36]([F:41])=[C:37]([CH:40]=1)[C:38]#[N:39]. Product: [Cl:1][C:2]1[CH:3]=[C:4]([C:9]([C:12]2[N:16]([C:17]3[CH:18]=[CH:19][C:20]([F:23])=[CH:21][CH:22]=3)[C:15]([S:24][CH2:32][C:33]3[CH:34]=[CH:35][C:36]([F:41])=[C:37]([CH:40]=3)[C:38]#[N:39])=[N:14][CH:13]=2)([CH3:11])[CH3:10])[CH:5]=[CH:6][C:7]=1[Cl:8]. The catalyst class is: 21. (5) Reactant: [CH:1]([N-]C(C)C)([CH3:3])[CH3:2].[Li+].[CH:9]1([C:13]([OH:15])=[O:14])[CH2:12][CH2:11][CH2:10]1.[Na+].[I-].C(Br)C=C.CN(P(N(C)C)(N(C)C)=O)C. Product: [CH2:3]([C:9]1([C:13]([OH:15])=[O:14])[CH2:12][CH2:11][CH2:10]1)[CH:1]=[CH2:2]. The catalyst class is: 7.